From a dataset of Catalyst prediction with 721,799 reactions and 888 catalyst types from USPTO. Predict which catalyst facilitates the given reaction. Product: [CH3:11][C:9]1[CH:8]=[CH:7][C:5]2[NH:6][C:2]([S:1][C:17]3[O:21][C:20]([CH:22]=[O:23])=[CH:19][CH:18]=3)=[N:3][C:4]=2[CH:10]=1. Reactant: [SH:1][C:2]1[NH:3][C:4]2[CH:10]=[C:9]([CH3:11])[CH:8]=[CH:7][C:5]=2[N:6]=1.[H-].[Na+].[N+]([C:17]1[O:21][C:20]([CH:22]=[O:23])=[CH:19][CH:18]=1)([O-])=O.O. The catalyst class is: 1.